From a dataset of Full USPTO retrosynthesis dataset with 1.9M reactions from patents (1976-2016). Predict the reactants needed to synthesize the given product. Given the product [F:61][C:60]([F:62])([F:63])[C:57]1[CH:58]=[CH:59][C:54]([CH2:53][N:15]2[C:14](=[O:17])[N:11]3[CH:12]=[N:13][C:8]([C:5]4[CH:4]=[CH:3][C:2]([Cl:1])=[CH:7][CH:6]=4)=[C:9]([C:18]4[CH:23]=[CH:22][CH:21]=[CH:20][CH:19]=4)[C:10]3=[N:16]2)=[CH:55][CH:56]=1, predict the reactants needed to synthesize it. The reactants are: [Cl:1][C:2]1[CH:7]=[CH:6][C:5]([C:8]2[N:13]=[CH:12][N:11]3[C:14](=[O:17])[NH:15][N:16]=[C:10]3[C:9]=2[C:18]2[CH:23]=[CH:22][CH:21]=[CH:20][CH:19]=2)=[CH:4][CH:3]=1.ClC1C=CC(C2N=CN=C(NNC(OC(Cl)(Cl)Cl)=O)C=2C2C=CC=CC=2)=CC=1.Br[CH2:53][C:54]1[CH:59]=[CH:58][C:57]([C:60]([F:63])([F:62])[F:61])=[CH:56][CH:55]=1.C([O-])([O-])=O.[K+].[K+].